From a dataset of Full USPTO retrosynthesis dataset with 1.9M reactions from patents (1976-2016). Predict the reactants needed to synthesize the given product. (1) Given the product [CH2:24]([O:23][C:21]1[CH:20]=[CH:19][C:17]2[NH:18][C:13]([C:4]3[C:3](=[O:33])[N:2](/[N:1]=[CH:34]/[CH2:35][CH:36]([CH3:38])[CH3:37])[C:11]4[C:6]([C:5]=3[OH:12])=[CH:7][CH:8]=[CH:9][CH:10]=4)=[N:14][S:15](=[O:32])(=[O:31])[C:16]=2[CH:22]=1)[C:25]1[CH:26]=[CH:27][CH:28]=[CH:29][CH:30]=1, predict the reactants needed to synthesize it. The reactants are: [NH2:1][N:2]1[C:11]2[C:6](=[CH:7][CH:8]=[CH:9][CH:10]=2)[C:5]([OH:12])=[C:4]([C:13]2[NH:18][C:17]3[CH:19]=[CH:20][C:21]([O:23][CH2:24][C:25]4[CH:30]=[CH:29][CH:28]=[CH:27][CH:26]=4)=[CH:22][C:16]=3[S:15](=[O:32])(=[O:31])[N:14]=2)[C:3]1=[O:33].[CH:34](=O)[CH2:35][CH:36]([CH3:38])[CH3:37]. (2) Given the product [Br:1][C:2]1[C:3]([O:14][CH3:15])=[C:4]([C:10]([CH3:13])=[CH:11][CH:12]=1)[C:5]([O:7][CH3:8])=[O:6], predict the reactants needed to synthesize it. The reactants are: [Br:1][C:2]1[C:3]([O:14][CH3:15])=[C:4]([C:10]([CH3:13])=[CH:11][CH:12]=1)[C:5]([O:7][CH2:8]C)=[O:6].BrC1C(O)=C(C(C)=CC=1)C(OC)=O.